From a dataset of Reaction yield outcomes from USPTO patents with 853,638 reactions. Predict the reaction yield, written as a fraction of the theoretical maximum amount of product (1.0 means a 100% yield; for example, 0.34 means a 34% yield). The reactants are [Cl:1][C:2]1[CH:3]=[C:4]([NH2:20])[CH:5]=[C:6]([F:19])[C:7]=1[O:8][C:9]1[CH:10]=[N:11][C:12]2[C:17]([CH:18]=1)=[CH:16][CH:15]=[CH:14][CH:13]=2.[Cl:21][C:22]1[CH:27]=[C:26]([Cl:28])[C:25]([CH3:29])=[CH:24][C:23]=1[S:30](Cl)(=[O:32])=[O:31]. The catalyst is N1C=CC=CC=1. The product is [Cl:1][C:2]1[CH:3]=[C:4]([NH:20][S:30]([C:23]2[CH:24]=[C:25]([CH3:29])[C:26]([Cl:28])=[CH:27][C:22]=2[Cl:21])(=[O:32])=[O:31])[CH:5]=[C:6]([F:19])[C:7]=1[O:8][C:9]1[CH:10]=[N:11][C:12]2[C:17]([CH:18]=1)=[CH:16][CH:15]=[CH:14][CH:13]=2. The yield is 0.730.